Task: Predict the reactants needed to synthesize the given product.. Dataset: Full USPTO retrosynthesis dataset with 1.9M reactions from patents (1976-2016) (1) Given the product [OH:3][CH2:4][C:5]1[CH:6]=[C:7]([C:11]2[CH:12]=[CH:13][C:14]([CH3:32])=[C:15]([CH:31]=2)[C:16]([NH:18][C:19]2[C:20]([CH3:30])=[C:21]([CH:26]=[CH:27][C:28]=2[CH3:29])[C:22]([OH:24])=[O:23])=[O:17])[CH:8]=[CH:9][CH:10]=1, predict the reactants needed to synthesize it. The reactants are: [OH-].[Na+].[OH:3][CH2:4][C:5]1[CH:6]=[C:7]([C:11]2[CH:12]=[CH:13][C:14]([CH3:32])=[C:15]([CH:31]=2)[C:16]([NH:18][C:19]2[C:20]([CH3:30])=[C:21]([CH:26]=[CH:27][C:28]=2[CH3:29])[C:22]([O:24]C)=[O:23])=[O:17])[CH:8]=[CH:9][CH:10]=1.Cl. (2) Given the product [N-:12]1[CH:16]=[CH:15][N:14]=[CH:13]1.[CH3:1][C:2]1[O:3][CH:4]=[CH:5][C:6]=1[C:7]([OH:9])=[O:8], predict the reactants needed to synthesize it. The reactants are: [CH3:1][C:2]1[O:3][CH:4]=[CH:5][C:6]=1[C:7]([OH:9])=[O:8].C([N:12]1[CH:16]=[CH:15][N:14]=[CH:13]1)([N:12]1[CH:16]=[CH:15][N:14]=[CH:13]1)=O.N1C=CN=C1. (3) Given the product [F:12][C:9]([F:10])([F:11])[C:7]1[CH:6]=[C:5]([CH:4]=[C:3]([C:2]([F:24])([F:23])[F:1])[CH:8]=1)[C:13]([N:15]1[CH2:20][CH2:19][CH2:18][CH:17]([CH:21]=[O:22])[CH2:16]1)=[O:14], predict the reactants needed to synthesize it. The reactants are: [F:1][C:2]([F:24])([F:23])[C:3]1[CH:4]=[C:5]([C:13]([N:15]2[CH2:20][CH2:19][CH2:18][CH:17]([CH2:21][OH:22])[CH2:16]2)=[O:14])[CH:6]=[C:7]([C:9]([F:12])([F:11])[F:10])[CH:8]=1.C(N(CC)C(C)C)(C)C.O. (4) Given the product [CH2:1]([C:8]1[CH:9]=[N:10][C:11]2[C:16]([C:17]=1[C:18]1[CH:19]=[C:20]([NH:24][CH2:34][C:33]3[CH:36]=[CH:37][CH:38]=[C:31]([C:30]([F:29])([F:39])[F:40])[CH:32]=3)[CH:21]=[CH:22][CH:23]=1)=[CH:15][CH:14]=[CH:13][C:12]=2[C:25]([F:28])([F:26])[F:27])[C:2]1[CH:3]=[CH:4][CH:5]=[CH:6][CH:7]=1, predict the reactants needed to synthesize it. The reactants are: [CH2:1]([C:8]1[CH:9]=[N:10][C:11]2[C:16]([C:17]=1[C:18]1[CH:19]=[C:20]([NH2:24])[CH:21]=[CH:22][CH:23]=1)=[CH:15][CH:14]=[CH:13][C:12]=2[C:25]([F:28])([F:27])[F:26])[C:2]1[CH:7]=[CH:6][CH:5]=[CH:4][CH:3]=1.[F:29][C:30]([F:40])([F:39])[C:31]1[CH:32]=[C:33]([CH:36]=[CH:37][CH:38]=1)[CH:34]=O. (5) Given the product [CH3:9][O:8][C:6]1[CH:5]=[CH:4][C:3]([C:10]([C:12]2[CH:17]=[CH:16][C:15]([O:18][CH2:19][CH2:20][N:21]3[CH2:26][CH2:25][CH2:24][CH2:23][CH2:22]3)=[CH:14][CH:13]=2)=[O:11])=[C:2]([C:34]2[CH2:33][CH2:32][C:31]3[C:36](=[CH:37][CH:38]=[C:29]([O:28][CH3:27])[CH:30]=3)[CH:35]=2)[CH:7]=1, predict the reactants needed to synthesize it. The reactants are: Br[C:2]1[CH:7]=[C:6]([O:8][CH3:9])[CH:5]=[CH:4][C:3]=1[C:10]([C:12]1[CH:17]=[CH:16][C:15]([O:18][CH2:19][CH2:20][N:21]2[CH2:26][CH2:25][CH2:24][CH2:23][CH2:22]2)=[CH:14][CH:13]=1)=[O:11].[CH3:27][O:28][C:29]1[CH:30]=[C:31]2[C:36](=[CH:37][CH:38]=1)[CH:35]=[C:34]([Sn](C)(C)C)[CH2:33][CH2:32]2.C(OCC)(=O)C. (6) Given the product [C:1]([O:5][C:6](=[O:41])[CH2:7][O:8][C:9]1[CH:18]=[CH:17][C:16]([Cl:19])=[C:15]2[C:10]=1[C:11]([CH3:40])=[C:12]([CH2:24][C:25]1[CH:26]=[CH:27][C:28]([N:45]3[CH:44]=[C:43]([Cl:42])[CH:47]=[N:46]3)=[CH:29][CH:30]=1)[C:13]([O:20][CH:21]([F:23])[F:22])=[N:14]2)([CH3:2])([CH3:3])[CH3:4], predict the reactants needed to synthesize it. The reactants are: [C:1]([O:5][C:6](=[O:41])[CH2:7][O:8][C:9]1[CH:18]=[CH:17][C:16]([Cl:19])=[C:15]2[C:10]=1[C:11]([CH3:40])=[C:12]([CH2:24][C:25]1[CH:30]=[CH:29][C:28](B3OC(C)(C)C(C)(C)O3)=[CH:27][CH:26]=1)[C:13]([O:20][CH:21]([F:23])[F:22])=[N:14]2)([CH3:4])([CH3:3])[CH3:2].[Cl:42][C:43]1[CH:44]=[N:45][NH:46][CH:47]=1. (7) Given the product [C:8]([C:10]([C:15]1[S:16][CH:17]=[CH:18][CH:19]=1)=[CH:1][C:2]([Cl:4])=[O:3])#[N:9], predict the reactants needed to synthesize it. The reactants are: [C:1](Cl)(=O)[C:2]([Cl:4])=[O:3].[K+].[C:8]([C:10]([C:15]1[S:16][CH:17]=[CH:18][CH:19]=1)=CC([O-])=O)#[N:9]. (8) Given the product [CH2:26]([O:25][C:21]1[CH:22]=[C:23]([F:24])[C:18]([CH2:17][N:10]2[C:11]3[C:16](=[CH:15][CH:14]=[CH:13][CH:12]=3)[C:8]([C:4]3[CH:3]=[C:2]([NH:38][C:36]4[CH:35]=[N:34][N:33]([CH2:32][O:31][CH2:29][CH3:30])[CH:37]=4)[CH:7]=[CH:6][N:5]=3)=[N:9]2)=[C:19]([F:28])[CH:20]=1)[CH3:27], predict the reactants needed to synthesize it. The reactants are: Cl[C:2]1[CH:7]=[CH:6][N:5]=[C:4]([C:8]2[C:16]3[C:11](=[CH:12][CH:13]=[CH:14][CH:15]=3)[N:10]([CH2:17][C:18]3[C:23]([F:24])=[CH:22][C:21]([O:25][CH2:26][CH3:27])=[CH:20][C:19]=3[F:28])[N:9]=2)[CH:3]=1.[CH2:29]([O:31][CH2:32][N:33]1[CH:37]=[C:36]([NH2:38])[CH:35]=[N:34]1)[CH3:30].C1C=CC(P(C2C=CC3C(=CC=CC=3)C=2C2C3C(=CC=CC=3)C=CC=2P(C2C=CC=CC=2)C2C=CC=CC=2)C2C=CC=CC=2)=CC=1.O.